Dataset: Reaction yield outcomes from USPTO patents with 853,638 reactions. Task: Predict the reaction yield, written as a fraction of the theoretical maximum amount of product (1.0 means a 100% yield; for example, 0.34 means a 34% yield). (1) The reactants are [C:1]([C:3]1[CH:4]=[CH:5][C:6]([F:12])=[C:7]([CH:11]=1)[C:8]([OH:10])=[O:9])#[N:2].O=S(Cl)Cl.[CH3:17]O. No catalyst specified. The product is [C:1]([C:3]1[CH:4]=[CH:5][C:6]([F:12])=[C:7]([CH:11]=1)[C:8]([O:10][CH3:17])=[O:9])#[N:2]. The yield is 1.00. (2) The reactants are [Cl:1][C:2]1[CH:3]=[C:4]2[C:9](=[CH:10][CH:11]=1)[CH:8]([C:12]1[CH:16]=[C:15](Br)[S:14][C:13]=1[Br:18])[N:7]([C:19]([O:21][C:22]([CH3:25])([CH3:24])[CH3:23])=[O:20])[CH2:6][CH2:5]2.[N:26]1[CH:31]=[CH:30][C:29](B(O)O)=[CH:28][CH:27]=1.C(=O)([O-])[O-].[Cs+].[Cs+].O1CCOCC1.O. No catalyst specified. The product is [Br:18][C:13]1[S:14][C:15]([C:29]2[CH:30]=[CH:31][N:26]=[CH:27][CH:28]=2)=[CH:16][C:12]=1[CH:8]1[C:9]2[C:4](=[CH:3][C:2]([Cl:1])=[CH:11][CH:10]=2)[CH2:5][CH2:6][N:7]1[C:19]([O:21][C:22]([CH3:24])([CH3:23])[CH3:25])=[O:20]. The yield is 0.410. (3) The reactants are [O:1]1[C:10]2[C:5](=[CH:6][C:7]([C:11]([O:13]CC)=[O:12])=[CH:8][CH:9]=2)[CH:4]=[CH:3][CH2:2]1.[OH-].[Na+]. The catalyst is CO. The product is [O:1]1[C:10]2[C:5](=[CH:6][C:7]([C:11]([OH:13])=[O:12])=[CH:8][CH:9]=2)[CH:4]=[CH:3][CH2:2]1. The yield is 0.130.